From a dataset of Full USPTO retrosynthesis dataset with 1.9M reactions from patents (1976-2016). Predict the reactants needed to synthesize the given product. (1) Given the product [CH3:1][N:2]1[C:10]2[C:5](=[CH:6][CH:7]=[CH:8][C:9]=2[C:11]([OH:13])=[O:12])[CH:4]=[N:3]1, predict the reactants needed to synthesize it. The reactants are: [CH3:1][N:2]1[C:10]2[C:5](=[CH:6][CH:7]=[CH:8][C:9]=2[C:11]([O:13]C)=[O:12])[CH:4]=[N:3]1.[OH-].[Na+]. (2) Given the product [CH3:1][O:2][C:3]([C:5]1[CH:10]=[CH:9][C:8]([O:11][CH2:15][CH2:14][O:13][CH3:12])=[CH:7][N:6]=1)=[O:4], predict the reactants needed to synthesize it. The reactants are: [CH3:1][O:2][C:3]([C:5]1[CH:10]=[CH:9][C:8]([OH:11])=[CH:7][N:6]=1)=[O:4].[CH3:12][O:13][CH2:14][CH2:15]O.C1(P(C2C=CC=CC=2)C2C=CC=CC=2)C=CC=CC=1.CC(OC(/N=N/C(OC(C)C)=O)=O)C.